This data is from Full USPTO retrosynthesis dataset with 1.9M reactions from patents (1976-2016). The task is: Predict the reactants needed to synthesize the given product. (1) Given the product [CH3:26][O:25][C:23]([C:22]1[C:21](=[O:27])[O:10][CH:9]([C:1]2[CH:8]=[CH:7][C:4]([O:5][CH3:6])=[CH:3][CH:2]=2)[C:11]=1[C:13]1[CH:20]=[CH:19][C:16]([O:17][CH3:18])=[CH:15][CH:14]=1)=[O:24], predict the reactants needed to synthesize it. The reactants are: [C:1]1([C:9]([CH:11]([C:13]2[CH:20]=[CH:19][C:16]([O:17][CH3:18])=[CH:15][CH:14]=2)O)=[O:10])[CH:8]=[CH:7][C:4]([O:5][CH3:6])=[CH:3][CH:2]=1.[C:21](OC)(=[O:27])[CH2:22][C:23]([O:25][CH3:26])=[O:24].[Na].Cl. (2) Given the product [F:41][C:36]1([F:40])[CH2:37][CH2:38][CH2:39][N:34]([S:31]([C:26]2[CH:25]=[CH:30][CH:29]=[CH:28][C:27]=2[C:6]2[CH:5]=[CH:4][C:3]([C:17]3[N:18]=[CH:19][C:20]([NH2:23])=[N:21][CH:22]=3)=[C:2]([F:1])[CH:7]=2)(=[O:33])=[O:32])[CH2:35]1, predict the reactants needed to synthesize it. The reactants are: [F:1][C:2]1[CH:7]=[C:6](B2OC(C)(C)C(C)(C)O2)[CH:5]=[CH:4][C:3]=1[C:17]1[N:18]=[CH:19][C:20]([NH2:23])=[N:21][CH:22]=1.Br[C:25]1[CH:30]=[CH:29][CH:28]=[CH:27][C:26]=1[S:31]([N:34]1[CH2:39][CH2:38][CH2:37][C:36]([F:41])([F:40])[CH2:35]1)(=[O:33])=[O:32]. (3) Given the product [Br:17][C:18]1[S:22][C:21]([NH:23][C:45](=[O:46])[O:47][C:48]([CH3:49])([CH3:50])[CH3:51])=[N:20][C:19]=1[CH:10]1[CH2:5][CH2:4]1.[Br:17][C:18]1[S:22][C:21]([N:23]([C:45]([O:47][C:48]([CH3:51])([CH3:50])[CH3:49])=[O:46])[CH2:24][C@@H:25]([NH:37][C:38](=[O:44])[O:39][C:40]([CH3:41])([CH3:42])[CH3:43])[CH2:26][C:27]2[CH:28]=[N:29][C:30]([C:33]([F:36])([F:34])[F:35])=[CH:31][CH:32]=2)=[N:20][CH:19]=1, predict the reactants needed to synthesize it. The reactants are: C1[C:10]2[C:5](=CC(C3SC(N)=NC=3)=CC=2)[CH:4]=CN=1.[Br:17][C:18]1[S:22][C:21]([N:23]([C:45]([O:47][C:48]([CH3:51])([CH3:50])[CH3:49])=[O:46])[CH2:24][C@@H:25]([NH:37][C:38](=[O:44])[O:39][C:40]([CH3:43])([CH3:42])[CH3:41])[CH2:26][C:27]2[CH:28]=[N:29][C:30]([C:33]([F:36])([F:35])[F:34])=[CH:31][CH:32]=2)=[N:20][CH:19]=1.B(O)O. (4) Given the product [NH2:27][CH2:26][CH2:25][NH:24][C:1](=[O:23])[CH2:2][CH2:3]/[CH:4]=[CH:5]\[CH2:6]/[CH:7]=[CH:8]\[CH2:9]/[CH:10]=[CH:11]\[CH2:12]/[CH:13]=[CH:14]\[CH2:15]/[CH:16]=[CH:17]\[CH2:18]/[CH:19]=[CH:20]\[CH2:21][CH3:22], predict the reactants needed to synthesize it. The reactants are: [C:1]([NH:24][CH2:25][CH2:26][NH:27]C(=O)OC(C)(C)C)(=[O:23])[CH2:2][CH2:3]/[CH:4]=[CH:5]\[CH2:6]/[CH:7]=[CH:8]\[CH2:9]/[CH:10]=[CH:11]\[CH2:12]/[CH:13]=[CH:14]\[CH2:15]/[CH:16]=[CH:17]\[CH2:18]/[CH:19]=[CH:20]\[CH2:21][CH3:22].Cl.C([O-])([O-])=O.[Na+].[Na+]. (5) Given the product [Cl:30][CH2:20][C:3]1[C:4]([CH2:8][N:9]2[CH:14]=[CH:13][CH:12]=[C:11]([C:15]([F:18])([F:17])[F:16])[C:10]2=[O:19])=[N:5][CH:6]=[CH:7][C:2]=1[CH3:1], predict the reactants needed to synthesize it. The reactants are: [CH3:1][C:2]1[CH:7]=[CH:6][N:5]=[C:4]([CH2:8][N:9]2[CH:14]=[CH:13][CH:12]=[C:11]([C:15]([F:18])([F:17])[F:16])[C:10]2=[O:19])[C:3]=1[CH2:20]OC1CCCCO1.O=S(Cl)[Cl:30].O. (6) Given the product [Br:1][C:2]1[CH:3]=[CH:4][C:5]([C@@H:8]([NH:10][CH2:11][CH2:12][C:13]([CH:14]([CH3:16])[CH3:15])([OH:17])[CH2:20][CH:19]=[CH2:18])[CH3:9])=[CH:6][CH:7]=1, predict the reactants needed to synthesize it. The reactants are: [Br:1][C:2]1[CH:7]=[CH:6][C:5]([C@@H:8]([NH:10][CH2:11][CH2:12][C:13](=[O:17])[CH:14]([CH3:16])[CH3:15])[CH3:9])=[CH:4][CH:3]=1.[CH2:18]([Mg]Br)[CH:19]=[CH2:20]. (7) Given the product [CH3:1][O:2][C:3](=[O:22])[C@:4]([CH3:21])([CH2:13][C:14]1[CH:19]=[CH:18][C:17]([O:20][CH2:13][CH2:4][CH2:3][OH:2])=[CH:16][CH:15]=1)[NH:5][C:6]([O:8][C:9]([CH3:12])([CH3:10])[CH3:11])=[O:7], predict the reactants needed to synthesize it. The reactants are: [CH3:1][O:2][C:3](=[O:22])[C@:4]([CH3:21])([CH2:13][C:14]1[CH:19]=[CH:18][C:17]([OH:20])=[CH:16][CH:15]=1)[NH:5][C:6]([O:8][C:9]([CH3:12])([CH3:11])[CH3:10])=[O:7]. (8) Given the product [CH3:47][C:44]1([CH3:45])[C:46]2[C:9]([C:8]3[CH:23]=[CH:24][CH:25]=[CH:26][CH:7]=3)=[CH:50][C:49]3[CH:52]=[CH:17][CH:10]=[CH:11][C:48]=3[C:27]=2[C:28]2[CH:33]=[CH:32][C:31]([N:34]([C:2]3[CH:3]=[CH:4][C:5]4[C:6]5[C:7]6[CH:26]=[CH:25][CH:24]=[CH:23][C:8]=6[CH:9]=[C:10]([C:17]6[CH:22]=[CH:21][CH:20]=[CH:19][CH:18]=6)[C:11]=5[C:12]([CH3:16])([CH3:15])[C:13]=4[CH:14]=3)[C:2]3[CH:3]=[CH:4][C:5]([CH3:6])=[CH:13][CH:14]=3)=[CH:30][C:29]1=2, predict the reactants needed to synthesize it. The reactants are: Br[C:2]1[CH:3]=[CH:4][C:5]2[C:6]3[C:7]4[CH:26]=[CH:25][CH:24]=[CH:23][C:8]=4[CH:9]=[C:10]([C:17]4[CH:22]=[CH:21][CH:20]=[CH:19][CH:18]=4)[C:11]=3[C:12]([CH3:16])([CH3:15])[C:13]=2[CH:14]=1.[CH3:27][C:28]1[CH:29]=[CH:30][C:31]([NH2:34])=[CH:32][CH:33]=1.[C:44](P([C:44]([CH3:47])([CH3:46])[CH3:45])[C:44]([CH3:47])([CH3:46])[CH3:45])([CH3:47])([CH3:46])[CH3:45].[CH3:48][C:49]([CH3:52])([O-])[CH3:50].[Na+]. (9) The reactants are: [NH2:1][CH:2]([OH:5])[CH2:3][CH3:4].[C:6](O[C:6]([O:8][C:9]([CH3:12])([CH3:11])[CH3:10])=[O:7])([O:8][C:9]([CH3:12])([CH3:11])[CH3:10])=[O:7]. Given the product [C:9]([O:8][C:6]([C:2]([NH2:1])([OH:5])[CH2:3][CH3:4])=[O:7])([CH3:12])([CH3:11])[CH3:10], predict the reactants needed to synthesize it.